This data is from Full USPTO retrosynthesis dataset with 1.9M reactions from patents (1976-2016). The task is: Predict the reactants needed to synthesize the given product. (1) Given the product [Cl:26][C:23]1[CH:24]=[CH:25][C:20]([CH2:19][N:16]2[CH:11]([C:4]3[C:5]([O:9][CH3:10])=[CH:6][CH:7]=[CH:8][C:3]=3[O:2][CH3:1])[CH2:12][CH2:13][CH2:14][C:15]2=[O:17])=[CH:21][CH:22]=1, predict the reactants needed to synthesize it. The reactants are: [CH3:1][O:2][C:3]1[CH:8]=[CH:7][CH:6]=[C:5]([O:9][CH3:10])[C:4]=1[CH:11]1[NH:16][C:15](=[O:17])[CH2:14][CH2:13][CH2:12]1.Br[CH2:19][C:20]1[CH:25]=[CH:24][C:23]([Cl:26])=[CH:22][CH:21]=1. (2) Given the product [NH2:27][C:8]1[N:7]=[C:6]([O:5][CH2:1][CH2:2][CH2:3][CH3:4])[N:14]=[C:13]2[C:9]=1[NH:10][C:11](=[O:25])[N:12]2[CH2:15][CH2:16][CH2:17][CH2:18][CH:19]1[CH2:20][CH2:21][N:22]([CH2:29][CH2:30][CH3:31])[CH2:23][CH2:24]1, predict the reactants needed to synthesize it. The reactants are: [CH2:1]([O:5][C:6]1[N:14]=[C:13]2[C:9]([N:10]=[C:11]([O:25]C)[N:12]2[CH2:15][CH2:16][CH2:17][CH2:18][CH:19]2[CH2:24][CH2:23][NH:22][CH2:21][CH2:20]2)=[C:8]([NH2:27])[N:7]=1)[CH2:2][CH2:3][CH3:4].I[CH2:29][CH2:30][CH3:31]. (3) Given the product [NH2:13][C:11]1[S:10][C:5]2[NH:6][C:7](=[O:8])[C:2]([Br:1])=[CH:3][C:4]=2[N:12]=1, predict the reactants needed to synthesize it. The reactants are: [Br:1][C:2]1[CH:3]=[C:4]2[N:12]=[C:11]([NH2:13])[S:10][C:5]2=[N:6][C:7]=1[O:8]C.Br. (4) Given the product [F:1][C:2]1[CH:3]=[CH:4][C:5]([NH:8][NH:9][C:18]([C@@H:14]2[CH2:15][CH2:16][CH2:17][N:13]2[CH:10]([CH3:12])[CH3:11])=[O:19])=[N:6][CH:7]=1, predict the reactants needed to synthesize it. The reactants are: [F:1][C:2]1[CH:3]=[CH:4][C:5]([NH:8][NH2:9])=[N:6][CH:7]=1.[CH:10]([N:13]1[CH2:17][CH2:16][CH2:15][C@H:14]1[C:18](O)=[O:19])([CH3:12])[CH3:11].C(Cl)CCl.C1C=CC2N(O)N=NC=2C=1.O. (5) Given the product [CH3:12][NH:13][CH2:2][CH:3]([C:5]1[C:10]([CH3:11])=[CH:9][CH:8]=[CH:7][N:6]=1)[OH:4], predict the reactants needed to synthesize it. The reactants are: Br[CH2:2][CH:3]([C:5]1[C:10]([CH3:11])=[CH:9][CH:8]=[CH:7][N:6]=1)[OH:4].[CH3:12][NH2:13]. (6) The reactants are: C([O-])([O-])=O.[Na+].[Na+].Cl[C:8]1[N:13]=[C:12]([N:14]=CN(C)C)[C:11]([C:19]#[N:20])=[N:10][C:9]=1[C:21]1[CH:26]=[CH:25][C:24](=[O:27])[N:23]([CH:28]([CH3:30])[CH3:29])[N:22]=1.[Br:31][C:32]1[CH:37]=[CH:36][CH:35]=[CH:34][C:33]=1B(O)O. Given the product [NH2:14][C:12]1[C:11]([C:19]#[N:20])=[N:10][C:9]([C:21]2[CH:26]=[CH:25][C:24](=[O:27])[N:23]([CH:28]([CH3:29])[CH3:30])[N:22]=2)=[C:8]([C:33]2[CH:34]=[CH:35][CH:36]=[CH:37][C:32]=2[Br:31])[N:13]=1, predict the reactants needed to synthesize it. (7) Given the product [C:7]([O:10][CH3:11])(=[O:9])[CH3:8].[C:7]([O:10][CH:11]([CH3:1])[CH3:12])(=[O:9])[CH3:8].[CH2:4]([OH:9])[C@@H:1]([OH:5])[CH3:3], predict the reactants needed to synthesize it. The reactants are: [C:1]([O:5]C)([CH3:4])([CH3:3])C.[C:7]([O:10][CH2:11][CH3:12])(=[O:9])[CH3:8].